From a dataset of Microsomal clearance measurements from AstraZeneca. Regression/Classification. Given a drug SMILES string, predict its absorption, distribution, metabolism, or excretion properties. Task type varies by dataset: regression for continuous measurements (e.g., permeability, clearance, half-life) or binary classification for categorical outcomes (e.g., BBB penetration, CYP inhibition). For this dataset (clearance_microsome_az), we predict log10(clearance) (log10 of the in vitro intrinsic clearance, CLint, in uL/min per mg of human liver microsomal protein, equivalently mL/min/g; values are censored to the assay range of 3 to 150, which is 0.477 to 2.18 on this log10 scale). The molecule is CCOC(=O)N1CCC(Nc2cc(OC)ccn2)CC1. The log10(clearance) is 0.600.